This data is from Antibody developability classification from SAbDab with 2,409 antibodies. The task is: Regression/Classification. Given an antibody's heavy chain and light chain sequences, predict its developability. TAP uses regression for 5 developability metrics; SAbDab uses binary classification. The antibody is ['ERLVESGGGVVQPGSSLRLSCAASGFDFSRQGMHWVRQAPGQGLEWVAFIKYDGSEKYHADSVWGRLSISRDNSKDTLYLQMNSLRVEDTATYFCVREAGGPDYRNGYYYYDFYDGYYNYHYMDVWGKGTTVTVSS', 'QSALTQPASVSGSPGQSITISCNGTSNDVGGYESVSWYQQHPGKAPKVVIYDVSKRPSGVSNRFSGSKSGNTASLTISGLQAEDEGDYYCKSLTSTRRRVFGTGTKLTVL']. Result: 0 (not developable).